This data is from Peptide-MHC class I binding affinity with 185,985 pairs from IEDB/IMGT. The task is: Regression. Given a peptide amino acid sequence and an MHC pseudo amino acid sequence, predict their binding affinity value. This is MHC class I binding data. (1) The MHC is HLA-A24:02 with pseudo-sequence HLA-A24:02. The peptide sequence is MWHVTRGAVL. The binding affinity (normalized) is 0.313. (2) The peptide sequence is IFLKPDETF. The MHC is HLA-A68:02 with pseudo-sequence HLA-A68:02. The binding affinity (normalized) is 0.0847. (3) The peptide sequence is LTLKPCHAL. The MHC is HLA-A02:01 with pseudo-sequence HLA-A02:01. The binding affinity (normalized) is 0.217. (4) The peptide sequence is AIFQSSMAK. The MHC is HLA-A03:01 with pseudo-sequence HLA-A03:01. The binding affinity (normalized) is 0.728. (5) The peptide sequence is HILHAYCGIK. The MHC is HLA-A03:01 with pseudo-sequence HLA-A03:01. The binding affinity (normalized) is 0.498. (6) The peptide sequence is QTEENLLDF. The MHC is HLA-B39:01 with pseudo-sequence HLA-B39:01. The binding affinity (normalized) is 0.213. (7) The binding affinity (normalized) is 0.876. The peptide sequence is RRLTARGLL. The MHC is Mamu-B08 with pseudo-sequence Mamu-B08. (8) The peptide sequence is TMDPSVRVL. The MHC is HLA-A02:16 with pseudo-sequence HLA-A02:16. The binding affinity (normalized) is 0.502. (9) The peptide sequence is SLLLENKSLT. The MHC is HLA-A02:02 with pseudo-sequence HLA-A02:02. The binding affinity (normalized) is 0.204.